This data is from KCNQ2 potassium channel screen with 302,405 compounds. The task is: Binary Classification. Given a drug SMILES string, predict its activity (active/inactive) in a high-throughput screening assay against a specified biological target. (1) The compound is s1c(NC(=O)C)c(nc1N\N=C\c1ccc(cc1)C)c1ccc(cc1)C. The result is 0 (inactive). (2) The compound is O=C(CN1CCN(CC1)Cc1ccccc1)c1ccccc1. The result is 0 (inactive). (3) The compound is O=C/1N(N=C(C1=C/Nc1cc2[nH]c(=O)[nH]c2cc1)C)c1cc(c(cc1)C)C. The result is 0 (inactive). (4) The drug is S(=O)(=O)(N1CCCC1)c1ccc(NC(=O)COc2nc3c(nc2N2CCOCC2)cccc3)cc1. The result is 0 (inactive).